This data is from Forward reaction prediction with 1.9M reactions from USPTO patents (1976-2016). The task is: Predict the product of the given reaction. (1) Given the reactants [C:1]([O:5][C:6]([NH:8][C:9]1([C:15]([OH:17])=O)[CH2:14][CH2:13][O:12][CH2:11][CH2:10]1)=[O:7])([CH3:4])([CH3:3])[CH3:2].[NH2:18][C@@H:19]([CH2:23][C:24]1[CH:29]=[CH:28][C:27]([I:30])=[CH:26][CH:25]=1)[C:20]([NH2:22])=[O:21].C(N(C(C)C)C(C)C)C.CN(C(ON1N=NC2C=CC=CC1=2)=[N+](C)C)C.[B-](F)(F)(F)F, predict the reaction product. The product is: [NH2:22][C:20](=[O:21])[C@@H:19]([NH:18][C:15]([C:9]1([NH:8][C:6](=[O:7])[O:5][C:1]([CH3:2])([CH3:3])[CH3:4])[CH2:10][CH2:11][O:12][CH2:13][CH2:14]1)=[O:17])[CH2:23][C:24]1[CH:29]=[CH:28][C:27]([I:30])=[CH:26][CH:25]=1. (2) Given the reactants [C:1]([C:3]1[CH:20]=[CH:19][C:6]([O:7][CH2:8][C@@H:9]2[CH2:11][N:10]2[C:12]([O:14][C:15]([CH3:18])([CH3:17])[CH3:16])=[O:13])=[CH:5][CH:4]=1)#[N:2].[CH2:21]1[CH:25]2[CH2:26][NH:27][CH2:28][CH:24]2[CH2:23][N:22]1[C:29]([O:31][CH2:32][C:33]1[CH:38]=[CH:37][CH:36]=[CH:35][CH:34]=1)=[O:30], predict the reaction product. The product is: [C:15]([O:14][C:12]([NH:10][C@H:9]([CH2:8][O:7][C:6]1[CH:5]=[CH:4][C:3]([C:1]#[N:2])=[CH:20][CH:19]=1)[CH2:11][N:27]1[CH2:26][CH:25]2[CH2:21][N:22]([C:29]([O:31][CH2:32][C:33]3[CH:38]=[CH:37][CH:36]=[CH:35][CH:34]=3)=[O:30])[CH2:23][CH:24]2[CH2:28]1)=[O:13])([CH3:16])([CH3:17])[CH3:18]. (3) Given the reactants [Cl:1][C:2]1[CH:10]=[C:6]([C:7]([OH:9])=O)[C:5]([OH:11])=[CH:4][CH:3]=1.Cl.[NH2:13][CH2:14][C:15]1[CH:26]=[CH:25][C:24]([C:27]#[N:28])=[CH:23][C:16]=1[O:17][CH2:18][C:19]([NH:21][CH3:22])=[O:20], predict the reaction product. The product is: [Cl:1][C:2]1[CH:3]=[CH:4][C:5]([OH:11])=[C:6]([CH:10]=1)[C:7]([NH:13][CH2:14][C:15]1[CH:26]=[CH:25][C:24]([C:27]#[N:28])=[CH:23][C:16]=1[O:17][CH2:18][C:19](=[O:20])[NH:21][CH3:22])=[O:9]. (4) Given the reactants Cl[C:2]1[C:11]([CH:12]=[O:13])=[CH:10][C:9]2[C:4](=[CH:5][CH:6]=[C:7]([O:14][CH3:15])[CH:8]=2)[N:3]=1.[OH2:16], predict the reaction product. The product is: [CH3:15][O:14][C:7]1[CH:8]=[C:9]2[C:4](=[CH:5][CH:6]=1)[NH:3][C:2](=[O:16])[C:11]([CH:12]=[O:13])=[CH:10]2. (5) The product is: [NH:23]1[CH:24]=[C:20]([C:2]2[C:3]3[N:4]([N:8]=[C:9]([NH:11][C:27]4[CH:32]=[CH:31][C:30]([C:33]5([C:36]#[N:37])[CH2:34][CH2:35]5)=[CH:29][CH:28]=4)[N:10]=3)[CH:5]=[CH:6][N:7]=2)[CH:21]=[N:22]1. Given the reactants Cl[C:2]1[C:3]2[N:4]([N:8]=[C:9]([NH2:11])[N:10]=2)[CH:5]=[CH:6][N:7]=1.CC1(C)C(C)(C)OB([C:20]2[CH:21]=[N:22][NH:23][CH:24]=2)O1.Cl[C:27]1[CH:32]=[CH:31][C:30]([C:33]2([C:36]#[N:37])[CH2:35][CH2:34]2)=[CH:29][CH:28]=1, predict the reaction product. (6) Given the reactants [NH2:1][C:2]1([CH2:6][C:7]([O:9]CC)=O)[CH2:5][O:4][CH2:3]1.[CH3:12][NH:13][CH3:14].O, predict the reaction product. The product is: [NH2:1][C:2]1([CH2:6][C:7]([N:13]([CH3:14])[CH3:12])=[O:9])[CH2:5][O:4][CH2:3]1.